Dataset: Reaction yield outcomes from USPTO patents with 853,638 reactions. Task: Predict the reaction yield, written as a fraction of the theoretical maximum amount of product (1.0 means a 100% yield; for example, 0.34 means a 34% yield). (1) The reactants are CC(C)([O-])C.[K+].[C:7]([CH2:9][C:10]([NH2:12])=[O:11])#[N:8].[Cl:13][C:14]1[CH:30]=[CH:29][C:28]([Cl:31])=[CH:27][C:15]=1[O:16][C:17]1[CH:22]=[CH:21][C:20]([N:23]=[C:24]=[S:25])=[CH:19][C:18]=1[F:26].Cl. The catalyst is C1COCC1. The product is [C:7]([CH:9]([C:24](=[S:25])[NH:23][C:20]1[CH:21]=[CH:22][C:17]([O:16][C:15]2[CH:27]=[C:28]([Cl:31])[CH:29]=[CH:30][C:14]=2[Cl:13])=[C:18]([F:26])[CH:19]=1)[C:10]([NH2:12])=[O:11])#[N:8]. The yield is 0.825. (2) The reactants are [CH3:1][S:2]([C:5]1[CH:36]=[CH:35][C:8]([CH2:9][NH:10][C:11]([C:13]2[C:14](=[O:34])[N:15]([C:24]3[CH:29]=[CH:28][CH:27]=[C:26]([C:30]([F:33])([F:32])[F:31])[CH:25]=3)[C:16]([CH3:23])=[C:17]([C:19]([NH:21][NH2:22])=[O:20])[CH:18]=2)=[O:12])=[CH:7][CH:6]=1)(=[O:4])=[O:3].[CH2:37]([N:39]=[C:40]=[O:41])[CH3:38]. The catalyst is O1CCOCC1. The product is [CH2:37]([NH:39][C:40]([NH:22][NH:21][C:19]([C:17]1[CH:18]=[C:13]([C:11]([NH:10][CH2:9][C:8]2[CH:35]=[CH:36][C:5]([S:2]([CH3:1])(=[O:3])=[O:4])=[CH:6][CH:7]=2)=[O:12])[C:14](=[O:34])[N:15]([C:24]2[CH:29]=[CH:28][CH:27]=[C:26]([C:30]([F:31])([F:33])[F:32])[CH:25]=2)[C:16]=1[CH3:23])=[O:20])=[O:41])[CH3:38]. The yield is 0.440.